From a dataset of NCI-60 drug combinations with 297,098 pairs across 59 cell lines. Regression. Given two drug SMILES strings and cell line genomic features, predict the synergy score measuring deviation from expected non-interaction effect. (1) Drug 1: CCC1=CC2CC(C3=C(CN(C2)C1)C4=CC=CC=C4N3)(C5=C(C=C6C(=C5)C78CCN9C7C(C=CC9)(C(C(C8N6C)(C(=O)OC)O)OC(=O)C)CC)OC)C(=O)OC.C(C(C(=O)O)O)(C(=O)O)O. Drug 2: C1CN(CCN1C(=O)CCBr)C(=O)CCBr. Cell line: MALME-3M. Synergy scores: CSS=27.1, Synergy_ZIP=-1.35, Synergy_Bliss=-1.21, Synergy_Loewe=-13.5, Synergy_HSA=-0.733. (2) Drug 1: CNC(=O)C1=NC=CC(=C1)OC2=CC=C(C=C2)NC(=O)NC3=CC(=C(C=C3)Cl)C(F)(F)F. Drug 2: COC1=C2C(=CC3=C1OC=C3)C=CC(=O)O2. Cell line: OVCAR-8. Synergy scores: CSS=1.46, Synergy_ZIP=-0.732, Synergy_Bliss=-2.41, Synergy_Loewe=-4.36, Synergy_HSA=-4.20.